This data is from Peptide-MHC class I binding affinity with 185,985 pairs from IEDB/IMGT. The task is: Regression. Given a peptide amino acid sequence and an MHC pseudo amino acid sequence, predict their binding affinity value. This is MHC class I binding data. The peptide sequence is LTQDLFLPFY. The MHC is HLA-A30:02 with pseudo-sequence HLA-A30:02. The binding affinity (normalized) is 0.925.